This data is from Full USPTO retrosynthesis dataset with 1.9M reactions from patents (1976-2016). The task is: Predict the reactants needed to synthesize the given product. (1) Given the product [I:7][C:8]1[CH:16]=[CH:15][C:11]([C:12]([NH2:1])=[O:13])=[CH:10][CH:9]=1, predict the reactants needed to synthesize it. The reactants are: [N:1]1C=CC=CC=1.[I:7][C:8]1[CH:16]=[CH:15][C:11]([C:12](Cl)=[O:13])=[CH:10][CH:9]=1. (2) The reactants are: Cl[C:2]1[N:3]=[N:4][C:5]([C:8]2[CH:9]=[N:10][N:11]([CH3:13])[CH:12]=2)=[CH:6][CH:7]=1.[F:14][C:15]([F:30])([C:20]1[CH:21]=[C:22]2[C:27](=[CH:28][CH:29]=1)[N:26]=[CH:25][CH:24]=[CH:23]2)[C:16]([NH:18][NH2:19])=O.CCOC(C)=O.C([O-])([O-])=O.[K+].[K+]. Given the product [F:30][C:15]([F:14])([C:16]1[N:3]2[N:4]=[C:5]([C:8]3[CH:9]=[N:10][N:11]([CH3:13])[CH:12]=3)[CH:6]=[CH:7][C:2]2=[N:19][N:18]=1)[C:20]1[CH:21]=[C:22]2[C:27](=[CH:28][CH:29]=1)[N:26]=[CH:25][CH:24]=[CH:23]2, predict the reactants needed to synthesize it. (3) Given the product [CH3:7][O:8][CH2:9][CH2:10][O:11][C:12]1[CH:13]=[C:14]([C:22]2[N:26]([CH:27]3[CH2:32][CH2:31][CH2:30][CH2:29][O:28]3)[N:25]=[C:24]([CH3:33])[C:23]=2[CH2:34][OH:35])[CH:15]=[C:16]([C:18]([F:21])([F:20])[F:19])[CH:17]=1, predict the reactants needed to synthesize it. The reactants are: [H-].[H-].[H-].[H-].[Li+].[Al+3].[CH3:7][O:8][CH2:9][CH2:10][O:11][C:12]1[CH:13]=[C:14]([C:22]2[N:26]([CH:27]3[CH2:32][CH2:31][CH2:30][CH2:29][O:28]3)[N:25]=[C:24]([CH3:33])[C:23]=2[C:34](OCC)=[O:35])[CH:15]=[C:16]([C:18]([F:21])([F:20])[F:19])[CH:17]=1. (4) Given the product [CH3:1][C:2]1[CH:3]=[CH:4][C:5]([NH:17][C:21](=[O:24])[CH3:22])=[C:6]2[C:11]=1[CH:10]=[N:9][CH:8]=[CH:7]2, predict the reactants needed to synthesize it. The reactants are: [CH3:1][C:2]1[CH:3]=[CH:4][CH:5]=[C:6]2[C:11]=1[CH:10]=[N:9][CH:8]=[CH:7]2.[N+]([O-])([O-])=O.[K+].[N+:17]([O-])(O)=O.[C:21]([OH:24])(=O)[CH3:22]. (5) Given the product [F:33][C:31]1[CH:30]=[C:29]([F:34])[CH:28]=[C:27]2[C:32]=1[C:23]([NH:15][C:14]1[CH:13]=[C:12]([N:16]3[CH2:21][CH2:20][O:19][CH2:18][CH2:17]3)[N:11]=[CH:10][C:9]=1[C:5]1[CH:6]=[N:7][CH:8]=[C:3]([O:2][CH3:1])[CH:4]=1)=[C:24]([CH3:41])[C:25]([C:35]1[CH:40]=[CH:39][CH:38]=[CH:37][N:36]=1)=[N:26]2, predict the reactants needed to synthesize it. The reactants are: [CH3:1][O:2][C:3]1[CH:4]=[C:5]([C:9]2[CH:10]=[N:11][C:12]([N:16]3[CH2:21][CH2:20][O:19][CH2:18][CH2:17]3)=[CH:13][C:14]=2[NH2:15])[CH:6]=[N:7][CH:8]=1.Cl[C:23]1[C:32]2[C:27](=[CH:28][C:29]([F:34])=[CH:30][C:31]=2[F:33])[N:26]=[C:25]([C:35]2[CH:40]=[CH:39][CH:38]=[CH:37][N:36]=2)[C:24]=1[CH3:41].C1(P(C2CCCCC2)C2C=CC=CC=2C2C(C(C)C)=CC(C(C)C)=CC=2C(C)C)CCCCC1.CC(C)([O-])C.[Na+]. (6) Given the product [Cl:34][C:31]1[CH:32]=[CH:33][C:28]([O:27][C:25](=[O:26])[NH:23][N:16]2[CH2:15][CH2:14][C:13]3[C:18](=[CH:19][C:20]([O:21][CH3:22])=[C:11]([O:10][CH3:9])[CH:12]=3)[CH2:17]2)=[CH:29][CH:30]=1, predict the reactants needed to synthesize it. The reactants are: C(N(CC)CC)C.Cl.[CH3:9][O:10][C:11]1[CH:12]=[C:13]2[C:18](=[CH:19][C:20]=1[O:21][CH3:22])[CH2:17][N:16]([NH2:23])[CH2:15][CH2:14]2.Cl[C:25]([O:27][C:28]1[CH:33]=[CH:32][C:31]([Cl:34])=[CH:30][CH:29]=1)=[O:26]. (7) Given the product [OH:20][C@:14]([C:7]1[CH:6]=[CH:5][N:4]=[C:3]([O:2][CH3:1])[C:8]=1[CH2:9][O:10][CH2:11][O:12][CH3:13])([CH2:18][CH3:19])[CH2:15][CH:16]=[O:17], predict the reactants needed to synthesize it. The reactants are: [CH3:1][O:2][C:3]1[C:8]([CH2:9][O:10][CH2:11][O:12][CH3:13])=[C:7]([C@@:14]([OH:20])([CH2:18][CH3:19])[CH2:15][CH2:16][OH:17])[CH:6]=[CH:5][N:4]=1.CC(OI1(OC(C)=O)(OC(C)=O)OC(=O)C2C=CC=CC1=2)=O.[O-]S([O-])(=S)=O.[Na+].[Na+].C([O-])(O)=O.[Na+]. (8) Given the product [C:1]([C:3]1[CH:8]=[CH:7][N:6]=[C:5]([O:9][C:10]2[CH:11]=[CH:12][C:13]([C:16]3[N:21]=[CH:20][N:19]=[C:18]([NH:22][C@H:23]([C:31]([OH:33])=[O:32])[CH2:24][C:25]4[CH:26]=[CH:27][CH:28]=[CH:29][CH:30]=4)[CH:17]=3)=[CH:14][CH:15]=2)[CH:4]=1)#[N:2], predict the reactants needed to synthesize it. The reactants are: [C:1]([C:3]1[CH:8]=[CH:7][N:6]=[C:5]([O:9][C:10]2[CH:15]=[CH:14][C:13]([C:16]3[N:21]=[CH:20][N:19]=[C:18]([NH:22][C@H:23]([C:31]([O-:33])=[O:32])[CH2:24][C:25]4[CH:30]=[CH:29][CH:28]=[CH:27][CH:26]=4)[CH:17]=3)=[CH:12][CH:11]=2)[CH:4]=1)#[N:2].[Li+].[OH-].Cl.